Dataset: Reaction yield outcomes from USPTO patents with 853,638 reactions. Task: Predict the reaction yield, written as a fraction of the theoretical maximum amount of product (1.0 means a 100% yield; for example, 0.34 means a 34% yield). (1) The reactants are [Br:1][C:2]1[CH:8]=[CH:7][C:5]([NH2:6])=[CH:4][CH:3]=1.N1C=CC=CC=1.[Cl:15][CH2:16][CH2:17][CH2:18][S:19](Cl)(=[O:21])=[O:20]. The catalyst is C(Cl)Cl.C(OCC)(=O)C. The product is [Br:1][C:2]1[CH:8]=[CH:7][C:5]([NH:6][S:19]([CH2:18][CH2:17][CH2:16][Cl:15])(=[O:21])=[O:20])=[CH:4][CH:3]=1. The yield is 0.770. (2) The reactants are [C:1]([C:3]1[CH:8]=[CH:7][CH:6]=[CH:5][C:4]=1[C:9]1[CH:14]=[CH:13][C:12]([CH2:15][CH:16]([C:22](=O)[CH2:23][CH2:24][CH3:25])[C:17](OCC)=[O:18])=[C:11]([F:27])[CH:10]=1)#[N:2].[O:28]1[C:32]2([CH2:37][CH2:36][CH:35]([NH:38][C:39]3[NH:43][CH:42]=[N:41][N:40]=3)[CH2:34][CH2:33]2)[O:31][CH2:30][CH2:29]1.N12CCCN=C1CCCCC2.Cl. The catalyst is C(N(CC)C1C=CC=CC=1)C.C(OCC)(=O)C. The product is [O:28]1[C:32]2([CH2:33][CH2:34][CH:35]([N:38]3[C:17](=[O:18])[C:16]([CH2:15][C:12]4[CH:13]=[CH:14][C:9]([C:4]5[C:3]([C:1]#[N:2])=[CH:8][CH:7]=[CH:6][CH:5]=5)=[CH:10][C:11]=4[F:27])=[C:22]([CH2:23][CH2:24][CH3:25])[N:40]4[N:41]=[CH:42][N:43]=[C:39]34)[CH2:36][CH2:37]2)[O:31][CH2:30][CH2:29]1. The yield is 0.840. (3) The reactants are [Cl:1][C:2]1[CH:3]=[C:4]([N:33]([C@H:36]2[CH2:41][CH2:40][C@H:39]([N:42]([CH3:44])[CH3:43])[CH2:38][CH2:37]2)[CH2:34][CH3:35])[C:5]([CH3:32])=[C:6]([CH:31]=1)[C:7]([NH:9][CH2:10][C:11]1[C:12]([NH:28][CH2:29][CH3:30])=[N:13][C:14]([CH3:27])=[CH:15][C:16]=1[O:17]CC1C=CC(OC)=CC=1)=[O:8].C(O)(C(F)(F)F)=O.C(=O)(O)[O-].[Na+]. The catalyst is C(Cl)Cl. The product is [Cl:1][C:2]1[CH:3]=[C:4]([N:33]([C@H:36]2[CH2:41][CH2:40][C@H:39]([N:42]([CH3:43])[CH3:44])[CH2:38][CH2:37]2)[CH2:34][CH3:35])[C:5]([CH3:32])=[C:6]([CH:31]=1)[C:7]([NH:9][CH2:10][C:11]1[C:16](=[O:17])[CH:15]=[C:14]([CH3:27])[NH:13][C:12]=1[NH:28][CH2:29][CH3:30])=[O:8]. The yield is 0.517.